Dataset: Retrosynthesis with 50K atom-mapped reactions and 10 reaction types from USPTO. Task: Predict the reactants needed to synthesize the given product. (1) Given the product c1ccc(Nc2c[nH]c3ncccc23)cc1, predict the reactants needed to synthesize it. The reactants are: Brc1c[nH]c2ncccc12.Nc1ccccc1. (2) Given the product CN1CCC(NC(=O)c2cc([N+](=O)[O-])c(Sc3c(Cl)cncc3Cl)s2)CC1, predict the reactants needed to synthesize it. The reactants are: CN1CCC(N)CC1.O=C(O)c1cc([N+](=O)[O-])c(Sc2c(Cl)cncc2Cl)s1. (3) Given the product Cn1c2c(c3ccc(-n4ccc(OCc5ccc(Cl)cn5)cc4=O)cc31)CN(C(=O)OC(C)(C)C)CCC2, predict the reactants needed to synthesize it. The reactants are: Cn1c2c(c3ccc(Br)cc31)CN(C(=O)OC(C)(C)C)CCC2.O=c1cc(OCc2ccc(Cl)cn2)cc[nH]1. (4) Given the product COC(=O)c1cc(C)nn1Cc1ccccc1, predict the reactants needed to synthesize it. The reactants are: BrCc1ccccc1.COC(=O)c1cc(C)n[nH]1. (5) Given the product Cc1c2n(c3c(-c4ccc(F)c(F)c4)cc(Cl)cc13)CCCNC2=O, predict the reactants needed to synthesize it. The reactants are: Cc1c2n(c3c(Br)cc(Cl)cc13)CCCNC2=O.OB(O)c1ccc(F)c(F)c1. (6) Given the product COc1ccc(CCNC(=O)C(N)=O)cc1OC1CCCC1, predict the reactants needed to synthesize it. The reactants are: COc1ccc(CCN)cc1OC1CCCC1.NC(=O)C(=O)O. (7) Given the product CC(=O)NC(C)c1ccc(CN2CCN(c3ccc(F)cc3)CC2)cc1, predict the reactants needed to synthesize it. The reactants are: CC(=O)NC(C)c1ccc(CCl)cc1.Fc1ccc(N2CCNCC2)cc1.